Dataset: Full USPTO retrosynthesis dataset with 1.9M reactions from patents (1976-2016). Task: Predict the reactants needed to synthesize the given product. (1) Given the product [Br:1][C:2]1[CH:3]=[C:4]2[C:9](=[CH:10][CH:11]=1)[C:8](=[O:12])[NH:7][C:6](=[O:13])[C:5]2=[CH:14][NH:30][C:27]1[CH:28]=[CH:29][C:24]([CH2:23][CH2:22][N:17]2[CH2:21][CH2:20][CH2:19][CH2:18]2)=[CH:25][CH:26]=1, predict the reactants needed to synthesize it. The reactants are: [Br:1][C:2]1[CH:3]=[C:4]2[C:9](=[CH:10][CH:11]=1)[C:8](=[O:12])[NH:7][C:6](=[O:13])[C:5]2=[CH:14]OC.[N:17]1([CH2:22][CH2:23][C:24]2[CH:29]=[CH:28][C:27]([NH2:30])=[CH:26][CH:25]=2)[CH2:21][CH2:20][CH2:19][CH2:18]1. (2) Given the product [Si:1]([O:8][C@H:9]([CH3:21])[CH2:10][CH2:11][C@@H:12]([O:20][CH2:22][O:23][CH3:24])/[CH:13]=[CH:14]/[C:15]([O:17][CH2:18][CH3:19])=[O:16])([C:4]([CH3:6])([CH3:5])[CH3:7])([CH3:3])[CH3:2], predict the reactants needed to synthesize it. The reactants are: [Si:1]([O:8][C@H:9]([CH3:21])[CH2:10][CH2:11][C@@H:12]([OH:20])/[CH:13]=[CH:14]/[C:15]([O:17][CH2:18][CH3:19])=[O:16])([C:4]([CH3:7])([CH3:6])[CH3:5])([CH3:3])[CH3:2].[CH2:22](Cl)[O:23][CH3:24].CCN(C(C)C)C(C)C. (3) Given the product [C:33]1([CH3:38])[CH:34]=[CH:35][CH:36]=[CH:37][C:32]=1[NH:29][C:30]([NH:24][C:20]1[CH:21]=[CH:22][CH:23]=[C:18]([C:16]2[N:17]=[C:12]([N:10]3[CH:11]=[C:7]([C:4]4[CH:3]=[CH:2][C:1]([CH3:28])=[CH:6][CH:5]=4)[N:8]=[CH:9]3)[C:13]3[N:14]([CH:25]=[CH:26][N:27]=3)[CH:15]=2)[CH:19]=1)=[O:31], predict the reactants needed to synthesize it. The reactants are: [C:1]1([CH3:28])[CH:6]=[CH:5][C:4]([C:7]2[N:8]=[CH:9][N:10]([C:12]3[C:13]4[N:14]([CH:25]=[CH:26][N:27]=4)[CH:15]=[C:16]([C:18]4[CH:19]=[C:20]([NH2:24])[CH:21]=[CH:22][CH:23]=4)[N:17]=3)[CH:11]=2)=[CH:3][CH:2]=1.[N:29]([C:32]1[CH:37]=[CH:36][CH:35]=[CH:34][C:33]=1[CH3:38])=[C:30]=[O:31].CN(C=O)C. (4) Given the product [ClH:14].[CH3:16][O:10][C:9](=[O:11])/[CH:8]=[CH:7]/[C:2]1[CH:3]=[CH:4][CH:5]=[CH:6][N:1]=1, predict the reactants needed to synthesize it. The reactants are: [N:1]1[CH:6]=[CH:5][CH:4]=[CH:3][C:2]=1/[CH:7]=[CH:8]/[C:9]([OH:11])=[O:10].S(Cl)([Cl:14])=O.[CH3:16]O.